Task: Predict the reactants needed to synthesize the given product.. Dataset: Full USPTO retrosynthesis dataset with 1.9M reactions from patents (1976-2016) (1) Given the product [CH2:1]([N:3]1[C:12](=[O:13])[C:11]2[C:6](=[CH:7][CH:8]=[C:9]([N+:14]([O-:16])=[O:15])[CH:10]=2)[N:5]([CH2:25][Si:26]([CH3:29])([CH3:28])[CH3:27])[C:4]1=[O:17])[CH3:2], predict the reactants needed to synthesize it. The reactants are: [CH2:1]([N:3]1[C:12](=[O:13])[C:11]2[C:6](=[CH:7][CH:8]=[C:9]([N+:14]([O-:16])=[O:15])[CH:10]=2)[NH:5][C:4]1=[O:17])[CH3:2].C(=O)([O-])[O-].[K+].[K+].Cl[CH2:25][Si:26]([CH3:29])([CH3:28])[CH3:27]. (2) Given the product [CH3:1][O:2][C:3]([C@@H:5]1[CH2:10][N:9]([CH2:18][C:19]2[CH:24]=[CH:23][CH:22]=[CH:21][CH:20]=2)[CH2:8][CH2:7][N:6]1[C:11]([O:13][C:14]([CH3:17])([CH3:16])[CH3:15])=[O:12])=[O:4], predict the reactants needed to synthesize it. The reactants are: [CH3:1][O:2][C:3]([C@@H:5]1[CH2:10][NH:9][CH2:8][CH2:7][N:6]1[C:11]([O:13][C:14]([CH3:17])([CH3:16])[CH3:15])=[O:12])=[O:4].[CH2:18](Cl)[C:19]1[CH:24]=[CH:23][CH:22]=[CH:21][CH:20]=1.C(N(CC)CC)C. (3) Given the product [CH3:1][O:2][C:3](=[O:11])[C:4]([CH2:5][CH3:6])([CH2:9][NH:10][CH:13]([CH3:15])[CH3:12])[CH2:7][CH3:8], predict the reactants needed to synthesize it. The reactants are: [CH3:1][O:2][C:3](=[O:11])[C:4]([CH2:9][NH2:10])([CH2:7][CH3:8])[CH2:5][CH3:6].[CH3:12][C:13]([CH3:15])=O.C(O[BH-](OC(=O)C)OC(=O)C)(=O)C.[Na+].